The task is: Predict which catalyst facilitates the given reaction.. This data is from Catalyst prediction with 721,799 reactions and 888 catalyst types from USPTO. (1) Reactant: [H-].[Na+].[NH2:3][C:4]1[C:9]([CH2:10][C:11]2([C:24]([O:26]CC)=O)[CH2:16][CH2:15][N:14]([C:17]([O:19][C:20]([CH3:23])([CH3:22])[CH3:21])=[O:18])[CH2:13][CH2:12]2)=[CH:8][C:7]([Br:29])=[CH:6][N:5]=1.O. Product: [Br:29][C:7]1[CH:8]=[C:9]2[C:4](=[N:5][CH:6]=1)[NH:3][C:24](=[O:26])[C:11]1([CH2:16][CH2:15][N:14]([C:17]([O:19][C:20]([CH3:22])([CH3:21])[CH3:23])=[O:18])[CH2:13][CH2:12]1)[CH2:10]2. The catalyst class is: 1. (2) Reactant: C(N(CC)CC)C.[NH2:8][C@@H:9]1[CH2:13][CH2:12][N:11]([C:14]2[C:23]3[C:18](=[CH:19][C:20]([CH3:24])=[CH:21][CH:22]=3)[N:17]=[C:16]([C:25]3[CH:30]=[CH:29][CH:28]=[CH:27][C:26]=3[OH:31])[N:15]=2)[CH2:10]1.Cl[C:33]([O:35][CH2:36][C:37]([CH3:40])([CH3:39])[CH3:38])=[O:34].ClC([O-])=O. Product: [OH:31][C:26]1[CH:27]=[CH:28][CH:29]=[CH:30][C:25]=1[C:16]1[N:15]=[C:14]([N:11]2[CH2:12][CH2:13][C@@H:9]([NH:8][C:33](=[O:34])[O:35][CH2:36][C:37]([CH3:40])([CH3:39])[CH3:38])[CH2:10]2)[C:23]2[C:18](=[CH:19][C:20]([CH3:24])=[CH:21][CH:22]=2)[N:17]=1. The catalyst class is: 1. (3) Reactant: [Br:1][C:2]1[CH:8]=[CH:7][C:5](N)=[C:4]([O:9][CH3:10])[CH:3]=1.S(=O)(=O)(O)O.N([O-])=O.[Na+].[I-:20].[K+]. Product: [Br:1][C:2]1[CH:8]=[CH:7][C:5]([I:20])=[C:4]([O:9][CH3:10])[CH:3]=1. The catalyst class is: 69. (4) Reactant: [CH2:1]([CH:5]1[CH2:9][CH2:8][NH:7][C:6]1=[O:10])[CH2:2][CH:3]=[CH2:4].[H-].[Na+].[Cl:13][C:14]1[C:18]([N:19]([CH2:25][CH3:26])[C:20](=[O:24])[CH2:21][CH2:22]I)=[CH:17][N:16]([C:27]2[CH:28]=[N:29][CH:30]=[CH:31][CH:32]=2)[N:15]=1.O. Product: [CH2:1]([CH:5]1[CH2:9][CH2:8][N:7]([CH2:22][CH2:21][C:20]([N:19]([C:18]2[C:14]([Cl:13])=[N:15][N:16]([C:27]3[CH:28]=[N:29][CH:30]=[CH:31][CH:32]=3)[CH:17]=2)[CH2:25][CH3:26])=[O:24])[C:6]1=[O:10])[CH2:2][CH:3]=[CH2:4]. The catalyst class is: 3. (5) Reactant: [Br:1][CH2:2][CH2:3][O:4][C:5]1[CH:46]=[CH:45][C:8]([CH2:9][NH:10][C:11]2[N:16]=[C:15]([O:17][CH2:18][C:19]([F:22])([F:21])[F:20])[N:14]=[C:13]([NH:23][C:24]3[CH:44]=[CH:43][C:27]([C:28]([NH:30][CH2:31][CH2:32][CH2:33][CH2:34][NH:35]C(=O)OC(C)(C)C)=[O:29])=[CH:26][CH:25]=3)[N:12]=2)=[CH:7][CH:6]=1. Product: [NH2:35][CH2:34][CH2:33][CH2:32][CH2:31][NH:30][C:28](=[O:29])[C:27]1[CH:43]=[CH:44][C:24]([NH:23][C:13]2[N:12]=[C:11]([NH:10][CH2:9][C:8]3[CH:45]=[CH:46][C:5]([O:4][CH2:3][CH2:2][Br:1])=[CH:6][CH:7]=3)[N:16]=[C:15]([O:17][CH2:18][C:19]([F:22])([F:21])[F:20])[N:14]=2)=[CH:25][CH:26]=1. The catalyst class is: 137.